This data is from Peptide-MHC class I binding affinity with 185,985 pairs from IEDB/IMGT. The task is: Regression. Given a peptide amino acid sequence and an MHC pseudo amino acid sequence, predict their binding affinity value. This is MHC class I binding data. The peptide sequence is LPAIIRPSF. The MHC is HLA-B35:01 with pseudo-sequence HLA-B35:01. The binding affinity (normalized) is 0.787.